Dataset: Catalyst prediction with 721,799 reactions and 888 catalyst types from USPTO. Task: Predict which catalyst facilitates the given reaction. The catalyst class is: 8. Reactant: [CH2:1](I)[CH2:2][CH2:3][CH2:4][CH2:5][CH2:6][CH2:7][CH2:8][CH2:9][CH2:10][CH3:11].[Na].[C:14]([O:20][CH2:21][CH3:22])(=[O:19])[CH2:15][C:16]([CH3:18])=[O:17]. Product: [CH2:1]([CH:15]([C:16]([CH3:18])=[O:17])[C:14]([O:20][CH2:21][CH3:22])=[O:19])[CH2:2][CH2:3][CH2:4][CH2:5][CH2:6][CH2:7][CH2:8][CH2:9][CH2:10][CH3:11].